This data is from Forward reaction prediction with 1.9M reactions from USPTO patents (1976-2016). The task is: Predict the product of the given reaction. (1) The product is: [Cl:26][C:24]1[C:23]([Cl:27])=[CH:22][C:14]2[N:15]([CH2:16][C:32]([OH:31])([CH3:28])[CH3:33])[C:11]([CH2:10][N:8]([CH3:9])[C:6](=[O:7])[O:5][C:1]([CH3:4])([CH3:2])[CH3:3])=[N:12][C:13]=2[CH:25]=1. Given the reactants [C:1]([O:5][C:6]([N:8]([CH2:10][C:11]1[N:15]([CH2:16]C(OCC)=O)[C:14]2[CH:22]=[C:23]([Cl:27])[C:24]([Cl:26])=[CH:25][C:13]=2[N:12]=1)[CH3:9])=[O:7])([CH3:4])([CH3:3])[CH3:2].[CH2:28]1[CH2:32][O:31]CC1.[CH3:33][Mg]Br, predict the reaction product. (2) Given the reactants [OH:1][CH2:2][C:3]1[O:4][C:5]2[CH:11]=[CH:10][C:9]([C:12]3[CH:17]=[CH:16][CH:15]=[CH:14][CH:13]=3)=[CH:8][C:6]=2[CH:7]=1.[CH3:18][O:19][C:20](=[O:32])[C@H:21]([N:29]=[C:30]=[O:31])[CH2:22][C:23]1[CH:28]=[CH:27][CH:26]=[CH:25][CH:24]=1.C(N(CC)CC)C, predict the reaction product. The product is: [CH3:18][O:19][C:20](=[O:32])[C@H:21]([NH:29][C:30]([O:1][CH2:2][C:3]1[O:4][C:5]2[CH:11]=[CH:10][C:9]([C:12]3[CH:13]=[CH:14][CH:15]=[CH:16][CH:17]=3)=[CH:8][C:6]=2[CH:7]=1)=[O:31])[CH2:22][C:23]1[CH:24]=[CH:25][CH:26]=[CH:27][CH:28]=1. (3) Given the reactants [CH:1]1([N:7]([CH:18]2[CH2:23][CH2:22][CH2:21][CH2:20][CH2:19]2)[C:8]([NH:10][C:11]2[S:12][C:13]([CH:16]=O)=[CH:14][N:15]=2)=[O:9])[CH2:6][CH2:5][CH2:4][CH2:3][CH2:2]1.[NH:24]1[CH2:29][CH2:28][NH:27][CH2:26][C:25]1=[O:30].C(O)(=O)C.C(O[BH-](OC(=O)C)OC(=O)C)(=O)C.[Na+], predict the reaction product. The product is: [CH:18]1([N:7]([CH:1]2[CH2:6][CH2:5][CH2:4][CH2:3][CH2:2]2)[C:8]([NH:10][C:11]2[S:12][C:13]([CH2:16][N:27]3[CH2:28][CH2:29][NH:24][C:25](=[O:30])[CH2:26]3)=[CH:14][N:15]=2)=[O:9])[CH2:19][CH2:20][CH2:21][CH2:22][CH2:23]1. (4) The product is: [CH3:15][C:11]1[N:10]([CH2:9][C:5]2[NH:6][N:7]=[CH:8][C:3](=[O:2])[CH:4]=2)[CH:14]=[CH:13][N:12]=1. Given the reactants C[O:2][C:3]1[CH:4]=[C:5]([CH2:9][N:10]2[CH:14]=[CH:13][N:12]=[C:11]2[CH3:15])[N:6]=[N:7][CH:8]=1.[OH-].[Na+], predict the reaction product.